From a dataset of Experimentally validated miRNA-target interactions with 360,000+ pairs, plus equal number of negative samples. Binary Classification. Given a miRNA mature sequence and a target amino acid sequence, predict their likelihood of interaction. (1) The miRNA is ath-miR167a-5p with sequence UGAAGCUGCCAGCAUGAUCUA. The protein sequence of the target gene is MELKTEEEEVGGVQPVSIQAFASSSTLHGLAHIFSYERLSLKRALWALCFLGSLAVLLCVCTERVQYYFCYHHVTKLDEVAASQLTFPAVTLCNLNEFRFSQVSKNDLYHAGELLALLNNRYEIPDTQMADEKQLEILQDKANFRSFKPKPFNMREFYDRAGHDIRDMLLSCHFRGEACSAEDFKVVFTRYGKCYTFNSGQDGRPRLKTMKGGTGNGLEIMLDIQQDEYLPVWGETDETSFEAGIKVQIHSQDEPPFIDQLGFGVAPGFQTFVSCQEQRLIYLPSPWGTCNAVTMDSDFF.... Result: 0 (no interaction). (2) The miRNA is hsa-miR-1228-3p with sequence UCACACCUGCCUCGCCCCCC. The protein sequence of the target gene is MTLLWCVVSLYFYGILQSDASERCDDWGLDTMRQIQVFEDEPARIKCPLFEHFLKFNYSTAHSAGLTLIWYWTRQDRDLEEPINFRLPENRISKEKDVLWFRPTLLNDTGNYTCMLRNTTYCSKVAFPLEVVQKDSCFNSPMKLPVHKLYIEYGIQRITCPNVDGYFPSSVKPTITWYMGCYKIQNFNNVIPEGMNLSFLIALISNNGNYTCVVTYPENGRTFHLTRTLTVKVVGSPKNAVPPVIHSPNDHVVYEKEPGEELLIPCTVYFSFLMDSRNEVWWTIDGKKPDDITIDVTINE.... Result: 1 (interaction).